This data is from Full USPTO retrosynthesis dataset with 1.9M reactions from patents (1976-2016). The task is: Predict the reactants needed to synthesize the given product. (1) Given the product [O:13]=[C:10]1[CH2:9][O:8][C:7]2[CH:6]=[CH:5][CH:4]=[C:3]([S:18]([Cl:1])(=[O:20])=[O:19])[C:12]=2[NH:11]1, predict the reactants needed to synthesize it. The reactants are: [ClH:1].N[C:3]1[C:12]2[NH:11][C:10](=[O:13])[CH2:9][O:8][C:7]=2[CH:6]=[CH:5][CH:4]=1.N([O-])=O.[Na+].[S:18](=[O:20])=[O:19]. (2) Given the product [CH3:43][S:44]([C:14]([C:15]1[O:19][C:18]([CH2:20][NH:21][S:22]([NH2:23])(=[O:24])=[O:25])=[N:17][N:16]=1)([C:12]1[S:13][C:9]2[CH:8]=[C:7]([C:1]3[CH:2]=[CH:3][CH:4]=[CH:5][CH:6]=3)[CH:27]=[CH:26][C:10]=2[N:11]=1)[CH3:50])(=[O:46])=[O:45], predict the reactants needed to synthesize it. The reactants are: [C:1]1([C:7]2[CH:27]=[CH:26][C:10]3[N:11]=[C:12]([CH2:14][C:15]4[O:19][C:18]([CH2:20][NH:21][S:22](=[O:25])(=[O:24])[NH2:23])=[N:17][N:16]=4)[S:13][C:9]=3[CH:8]=2)[CH:6]=[CH:5][CH:4]=[CH:3][CH:2]=1.C[Si]([N-][Si](C)(C)C)(C)C.[Na+].C1COCC1.[CH3:43][S:44](Cl)(=[O:46])=[O:45].IC.[CH3:50]OC(C)(C)C.C(O)(=O)C. (3) The reactants are: [CH3:1][C:2]1[CH:43]=[CH:42][C:5]([CH2:6][N:7]2[C:11](=[O:12])[N:10]([CH2:13][CH2:14][CH2:15][CH2:16][CH2:17][CH2:18][CH2:19][CH3:20])[C:9]([CH2:21][O:22]C(C3C=CC=CC=3)(C3C=CC=CC=3)C3C=CC=CC=3)=[N:8]2)=[CH:4][CH:3]=1.C(O)(C(F)(F)F)=O. Given the product [OH:22][CH2:21][C:9]1[N:10]([CH2:13][CH2:14][CH2:15][CH2:16][CH2:17][CH2:18][CH2:19][CH3:20])[C:11](=[O:12])[N:7]([CH2:6][C:5]2[CH:42]=[CH:43][C:2]([CH3:1])=[CH:3][CH:4]=2)[N:8]=1, predict the reactants needed to synthesize it.